This data is from Forward reaction prediction with 1.9M reactions from USPTO patents (1976-2016). The task is: Predict the product of the given reaction. (1) The product is: [CH3:25][C@@H:24]([C@@H:7]1[C@:6]2([CH3:32])[C@H:10]([C@H:11]3[C@H:3]([CH2:4][CH2:5]2)[C@:2]2([CH3:1])[C:14]([CH2:15][C@@H:16]([O:19][CH2:20][CH2:21][CH2:22][NH:23][C:52](=[O:53])[CH2:51][CH2:50][C:49]([OH:54])=[O:48])[CH2:17][CH2:18]2)=[CH:13][CH2:12]3)[CH2:9][CH2:8]1)[CH2:26][CH2:27][CH2:28][CH:29]([CH3:31])[CH3:30]. Given the reactants [CH3:1][C@:2]12[CH2:18][CH2:17][C@H:16]([O:19][CH2:20][CH2:21][CH2:22][NH2:23])[CH2:15][C:14]1=[CH:13][CH2:12][C@@H:11]1[C@@H:3]2[CH2:4][CH2:5][C@@:6]2([CH3:32])[C@H:10]1[CH2:9][CH2:8][C@@H:7]2[C@@H:24]([CH2:26][CH2:27][CH2:28][CH:29]([CH3:31])[CH3:30])[CH3:25].CCN(C(C)C)C(C)C.CCOC(C)=O.[O:48]1[C:52](=[O:53])[CH2:51][CH2:50][C:49]1=[O:54], predict the reaction product. (2) Given the reactants C([O:3][C:4](=[O:20])[CH2:5][C:6]1[CH:11]=[CH:10][CH:9]=[CH:8][C:7]=1[O:12][CH2:13][CH2:14][N:15]1[CH:19]=[CH:18][N:17]=[CH:16]1)C, predict the reaction product. The product is: [N:15]1([CH2:14][CH2:13][O:12][C:7]2[CH:8]=[CH:9][CH:10]=[CH:11][C:6]=2[CH2:5][C:4]([OH:20])=[O:3])[CH:19]=[CH:18][N:17]=[CH:16]1. (3) Given the reactants [NH2:1][C:2]1[CH:7]=[CH:6][C:5]([C:8]2[S:12][C:11]([C:13]([C@@H:15]3[CH2:19][CH2:18][CH2:17][C@H:16]3[C:20]([OH:23])([CH3:22])[CH3:21])=[O:14])=[N:10][CH:9]=2)=[CH:4][CH:3]=1.[F:24][C:25]1[CH:30]=[CH:29][C:28]([C:31]([F:34])([F:33])[F:32])=[CH:27][C:26]=1[N:35]=[C:36]=[O:37], predict the reaction product. The product is: [F:24][C:25]1[CH:30]=[CH:29][C:28]([C:31]([F:34])([F:33])[F:32])=[CH:27][C:26]=1[NH:35][C:36]([NH:1][C:2]1[CH:3]=[CH:4][C:5]([C:8]2[S:12][C:11]([C:13]([C@@H:15]3[CH2:19][CH2:18][CH2:17][C@H:16]3[C:20]([OH:23])([CH3:21])[CH3:22])=[O:14])=[N:10][CH:9]=2)=[CH:6][CH:7]=1)=[O:37]. (4) Given the reactants [Br:1][C:2]1[CH:10]=[CH:9][C:5]([C:6]([OH:8])=O)=[C:4]([N+:11]([O-:13])=[O:12])[CH:3]=1.S(Cl)(Cl)=O.[Cl-].[Cl-].[Cl-].[Al+3].Cl, predict the reaction product. The product is: [Br:1][C:2]1[CH:10]=[CH:9][C:5]([C:6]([C:2]2[CH:10]=[CH:9][CH:5]=[CH:4][CH:3]=2)=[O:8])=[C:4]([N+:11]([O-:13])=[O:12])[CH:3]=1. (5) Given the reactants [CH3:1][O:2][C:3]([C:5]1[C:14]2[C:9](=[CH:10][C:11]([O:15][C:16]3[CH:21]=[CH:20][N:19]=[C:18]([CH3:22])[N:17]=3)=[CH:12][CH:13]=2)[CH:8]=[CH:7][CH:6]=1)=[O:4].[Br:23]N1C(=O)CCC1=O, predict the reaction product. The product is: [CH3:1][O:2][C:3]([C:5]1[C:14]2[C:9](=[CH:10][C:11]([O:15][C:16]3[CH:21]=[CH:20][N:19]=[C:18]([CH2:22][Br:23])[N:17]=3)=[CH:12][CH:13]=2)[CH:8]=[CH:7][CH:6]=1)=[O:4]. (6) Given the reactants [CH:1]1([CH:7]([NH:21][C:22]2[CH:23]=[CH:24][C:25]([C:28](O)=[O:29])=[N:26][CH:27]=2)[C:8]2[CH:12]=[C:11]([C:13]3[CH:18]=[CH:17][C:16]([F:19])=[CH:15][CH:14]=3)[O:10][C:9]=2[CH3:20])[CH2:6][CH2:5][CH2:4][CH2:3][CH2:2]1.Cl.[NH2:32][CH2:33][CH2:34][C:35]([O:37][CH2:38][CH3:39])=[O:36].Cl.C(N=C=NCCCN(C)C)C.O.OC1C2N=NNC=2C=CC=1, predict the reaction product. The product is: [CH:1]1([CH:7]([NH:21][C:22]2[CH:23]=[CH:24][C:25]([C:28]([NH:32][CH2:33][CH2:34][C:35]([O:37][CH2:38][CH3:39])=[O:36])=[O:29])=[N:26][CH:27]=2)[C:8]2[CH:12]=[C:11]([C:13]3[CH:14]=[CH:15][C:16]([F:19])=[CH:17][CH:18]=3)[O:10][C:9]=2[CH3:20])[CH2:6][CH2:5][CH2:4][CH2:3][CH2:2]1. (7) Given the reactants Br[C:2]1[CH:3]=[C:4]([CH:8]([NH:14][C:15]([C@@H:17]2[CH2:22][CH2:21][CH2:20][N:19]([C:23](=[O:39])[CH2:24][CH2:25][CH:26]3[CH2:31][CH2:30][N:29]([C:32]([O:34][C:35]([CH3:38])([CH3:37])[CH3:36])=[O:33])[CH2:28][CH2:27]3)[CH2:18]2)=[O:16])[CH2:9][C:10]([O:12][CH3:13])=[O:11])[CH:5]=[N:6][CH:7]=1.[F:40][C:41]1[CH:46]=[CH:45][C:44](B(O)O)=[CH:43][C:42]=1[N+:50]([O-:52])=[O:51].[F-].[K+], predict the reaction product. The product is: [F:40][C:41]1[CH:46]=[CH:45][C:44]([C:2]2[CH:3]=[C:4]([CH:8]([NH:14][C:15]([C@@H:17]3[CH2:22][CH2:21][CH2:20][N:19]([C:23](=[O:39])[CH2:24][CH2:25][CH:26]4[CH2:27][CH2:28][N:29]([C:32]([O:34][C:35]([CH3:36])([CH3:38])[CH3:37])=[O:33])[CH2:30][CH2:31]4)[CH2:18]3)=[O:16])[CH2:9][C:10]([O:12][CH3:13])=[O:11])[CH:5]=[N:6][CH:7]=2)=[CH:43][C:42]=1[N+:50]([O-:52])=[O:51]. (8) Given the reactants [CH2:1]([N:8]([CH2:46][C:47]1[CH:52]=[CH:51][CH:50]=[CH:49][CH:48]=1)[CH2:9][CH2:10][N:11]1[C:16]2[CH:17]=[C:18]([C:22](=[O:40])[N:23]([C@@H:27]3[CH2:32][CH2:31][CH2:30][N:29]([C:33]([O:35][C:36]([CH3:39])([CH3:38])[CH3:37])=[O:34])[CH2:28]3)[CH:24]([CH3:26])[CH3:25])[C:19]([CH3:21])=[CH:20][C:15]=2[O:14][C:13]([CH3:44])([C:41](O)=[O:42])[C:12]1=[O:45])[C:2]1[CH:7]=[CH:6][CH:5]=[CH:4][CH:3]=1.C(N(CC)CC)C.C(OC(Cl)=O)C(C)C, predict the reaction product. The product is: [CH2:1]([N:8]([CH2:46][C:47]1[CH:48]=[CH:49][CH:50]=[CH:51][CH:52]=1)[CH2:9][CH2:10][N:11]1[C:16]2[CH:17]=[C:18]([C:22]([N:23]([CH:24]([CH3:25])[CH3:26])[C@@H:27]3[CH2:32][CH2:31][CH2:30][N:29]([C:33]([O:35][C:36]([CH3:38])([CH3:39])[CH3:37])=[O:34])[CH2:28]3)=[O:40])[C:19]([CH3:21])=[CH:20][C:15]=2[O:14][C:13]([CH2:41][OH:42])([CH3:44])[C:12]1=[O:45])[C:2]1[CH:7]=[CH:6][CH:5]=[CH:4][CH:3]=1. (9) Given the reactants [N+:1]([C:4]1[CH:9]=[CH:8][CH:7]=[CH:6][C:5]=1[S:10]([NH:13][CH2:14][CH2:15][C:16]1[CH:17]=[N:18][CH:19]=[CH:20][CH:21]=1)(=[O:12])=[O:11])([O-:3])=[O:2].C(=O)([O-])[O-].[K+].[K+].Br[CH2:29][CH2:30][CH2:31][CH2:32][CH2:33][O:34][C:35]1[CH:36]=[C:37]2[C:42](=[CH:43][CH:44]=1)[N:41]([CH3:45])[C:40](=[O:46])[CH:39]=[CH:38]2, predict the reaction product. The product is: [CH3:45][N:41]1[C:42]2[C:37](=[CH:36][C:35]([O:34][CH2:33][CH2:32][CH2:31][CH2:30][CH2:29][N:13]([CH2:14][CH2:15][C:16]3[CH:17]=[N:18][CH:19]=[CH:20][CH:21]=3)[S:10]([C:5]3[CH:6]=[CH:7][CH:8]=[CH:9][C:4]=3[N+:1]([O-:3])=[O:2])(=[O:11])=[O:12])=[CH:44][CH:43]=2)[CH:38]=[CH:39][C:40]1=[O:46]. (10) Given the reactants [CH3:1][C:2]1[S:3][C:4]2[CH:10]=[CH:9][C:8]([C:11](O)([CH2:14][CH3:15])[CH2:12][CH3:13])=[CH:7][C:5]=2[N:6]=1.[NH:17]1[C:25]2[C:20](=[CH:21][CH:22]=[CH:23][C:24]=2[NH:26][S:27]([CH3:30])(=[O:29])=[O:28])[CH:19]=[CH:18]1.C(O)(C(F)(F)F)=O, predict the reaction product. The product is: [CH2:12]([C:11]([C:19]1[C:20]2[C:25](=[C:24]([NH:26][S:27]([CH3:30])(=[O:28])=[O:29])[CH:23]=[CH:22][CH:21]=2)[NH:17][CH:18]=1)([C:8]1[CH:9]=[CH:10][C:4]2[S:3][C:2]([CH3:1])=[N:6][C:5]=2[CH:7]=1)[CH2:14][CH3:15])[CH3:13].